From a dataset of Forward reaction prediction with 1.9M reactions from USPTO patents (1976-2016). Predict the product of the given reaction. (1) Given the reactants [C:1]1([CH:7]2[O:12][CH2:11][CH2:10][NH:9][CH2:8]2)[CH:6]=[CH:5][CH:4]=[CH:3][CH:2]=1.[S:13]1[CH:17]=[CH:16][CH:15]=[C:14]1[CH2:18][C:19](Cl)=[O:20].C(N(CC)CC)C, predict the reaction product. The product is: [C:1]1([CH:7]2[O:12][CH2:11][CH2:10][N:9]([C:19](=[O:20])[CH2:18][C:14]3[S:13][CH:17]=[CH:16][CH:15]=3)[CH2:8]2)[CH:2]=[CH:3][CH:4]=[CH:5][CH:6]=1. (2) The product is: [ClH:1].[C:31]1([CH:24]([C:25]2[CH:26]=[CH:27][CH:28]=[CH:29][CH:30]=2)[CH2:23][CH2:22][N:19]2[CH2:18][CH2:17][C:16]([F:37])([C:12]3[CH:13]=[CH:14][CH:15]=[C:10]([OH:9])[CH:11]=3)[CH2:21][CH2:20]2)[CH:32]=[CH:33][CH:34]=[CH:35][CH:36]=1. Given the reactants [ClH:1].C([O:9][C:10]1[CH:11]=[C:12]([C:16]2([F:37])[CH2:21][CH2:20][N:19]([CH2:22][CH2:23][CH:24]([C:31]3[CH:36]=[CH:35][CH:34]=[CH:33][CH:32]=3)[C:25]3[CH:30]=[CH:29][CH:28]=[CH:27][CH:26]=3)[CH2:18][CH2:17]2)[CH:13]=[CH:14][CH:15]=1)C1C=CC=CC=1.[H][H], predict the reaction product. (3) The product is: [CH:1]1[C:13]2[CH:12]([CH2:14][O:15][C:16]([N:18]3[CH2:23][CH2:22][O:21][CH2:20][C@H:19]3[C:24](=[O:25])[NH:64][CH2:63][C:57]3[CH:58]=[C:59]([Cl:62])[CH:60]=[CH:61][C:56]=3[CH2:55][NH:54][C:53]([O:52][C:48]([CH3:51])([CH3:49])[CH3:50])=[O:65])=[O:17])[C:11]3[C:6](=[CH:7][CH:8]=[CH:9][CH:10]=3)[C:5]=2[CH:4]=[CH:3][CH:2]=1. Given the reactants [CH:1]1[C:13]2[CH:12]([CH2:14][O:15][C:16]([N:18]3[CH2:23][CH2:22][O:21][CH2:20][C@H:19]3[C:24](O)=[O:25])=[O:17])[C:11]3[C:6](=[CH:7][CH:8]=[CH:9][CH:10]=3)[C:5]=2[CH:4]=[CH:3][CH:2]=1.CCN=C=NCCCN(C)C.C1C=CC2N(O)N=NC=2C=1.[C:48]([O:52][C:53](=[O:65])[NH:54][CH2:55][C:56]1[CH:61]=[CH:60][C:59]([Cl:62])=[CH:58][C:57]=1[CH2:63][NH2:64])([CH3:51])([CH3:50])[CH3:49], predict the reaction product. (4) Given the reactants [Cl:1][C:2]1[CH:7]=[C:6]2[NH:8][C:9](=[O:31])[C@:10]3([C@H:15]([C:16]4[CH:21]=[CH:20][CH:19]=[C:18]([Cl:22])[CH:17]=4)[CH2:14][C:13](=[O:23])[N:12]([CH2:24][CH2:25][CH2:26]Cl)[C@@H:11]3[C:28]([CH3:30])=[CH2:29])[C:5]2=[CH:4][CH:3]=1.[CH3:32]OC([Si](C)(C)C)C.[N:40]1([C:46](=[O:48])[CH3:47])[CH2:45][CH2:44][NH:43][CH2:42][CH2:41]1.FC(F)(F)C(O)=O, predict the reaction product. The product is: [CH3:25][CH2:24][N:12]([CH:11]([CH3:10])[CH3:28])[CH:13]([CH3:14])[CH3:32].[C:46]([N:40]1[CH2:45][CH2:44][N:43]([CH2:26][CH2:25][CH2:24][N:12]2[C:13](=[O:23])[CH2:14][CH:15]([C:16]3[CH:21]=[CH:20][CH:19]=[C:18]([Cl:22])[CH:17]=3)[C:10]3([C:5]4[C:6](=[CH:7][C:2]([Cl:1])=[CH:3][CH:4]=4)[NH:8][C:9]3=[O:31])[CH:11]2[C:28]([CH3:30])=[CH2:29])[CH2:42][CH2:41]1)(=[O:48])[CH3:47]. (5) Given the reactants [CH:1]([CH:4]1[N:9]([C:10]2[CH:19]=[N:18][C:17]3[C:12](=[CH:13][CH:14]=[CH:15][CH:16]=3)[N:11]=2)[CH2:8][CH2:7][N:6](C(OC(C)(C)C)=O)[CH2:5]1)([CH3:3])[CH3:2], predict the reaction product. The product is: [CH:1]([CH:4]1[CH2:5][NH:6][CH2:7][CH2:8][N:9]1[C:10]1[CH:19]=[N:18][C:17]2[C:12](=[CH:13][CH:14]=[CH:15][CH:16]=2)[N:11]=1)([CH3:3])[CH3:2]. (6) The product is: [F:5][C:6]1[CH:7]=[C:8]([CH:27]=[CH:28][C:29]=1[F:30])[C:9]([N:11]1[C:19]2[C:14](=[CH:15][C:16]([OH:20])=[CH:17][CH:18]=2)[C:13]([CH2:22][C:23]([OH:25])=[O:24])=[C:12]1[CH3:26])=[O:10]. Given the reactants B(Br)(Br)Br.[F:5][C:6]1[CH:7]=[C:8]([CH:27]=[CH:28][C:29]=1[F:30])[C:9]([N:11]1[C:19]2[C:14](=[CH:15][C:16]([O:20]C)=[CH:17][CH:18]=2)[C:13]([CH2:22][C:23]([OH:25])=[O:24])=[C:12]1[CH3:26])=[O:10], predict the reaction product. (7) Given the reactants O[CH2:2][C@H:3]([N:8]([CH3:19])[S:9]([C:12]1[CH:17]=[CH:16][C:15]([CH3:18])=[CH:14][CH:13]=1)(=[O:11])=[O:10])[C:4]([O:6]C)=[O:5].[OH-].[Na+], predict the reaction product. The product is: [CH3:19][N:8]([S:9]([C:12]1[CH:13]=[CH:14][C:15]([CH3:18])=[CH:16][CH:17]=1)(=[O:11])=[O:10])[C:3](=[CH2:2])[C:4]([OH:6])=[O:5]. (8) Given the reactants [Br:1][C:2]1[C:3]([C:14](=[S:16])[NH2:15])=[CH:4][C:5]([NH:8][C:9]([NH:11][CH2:12][CH3:13])=[O:10])=[N:6][CH:7]=1.Cl[CH:18]([C:24](=O)[C:25]([F:28])([F:27])[F:26])[C:19]([O:21][CH2:22][CH3:23])=[O:20].C(N(CC)CC)C.CS(Cl)(=O)=O, predict the reaction product. The product is: [Br:1][C:2]1[C:3]([C:14]2[S:16][C:18]([C:19]([O:21][CH2:22][CH3:23])=[O:20])=[C:24]([C:25]([F:26])([F:28])[F:27])[N:15]=2)=[CH:4][C:5]([NH:8][C:9]([NH:11][CH2:12][CH3:13])=[O:10])=[N:6][CH:7]=1. (9) Given the reactants [NH2:1]/[C:2](/[CH3:6])=[CH:3]\[C:4]#[N:5].CCN(CC)CC.[CH2:14]([N:21]1[CH2:26][CH2:25][C:24](=O)[CH2:23][CH2:22]1)[C:15]1[CH:20]=[CH:19][CH:18]=[CH:17][CH:16]=1, predict the reaction product. The product is: [NH2:1]/[C:2](/[CH3:6])=[C:3](\[C:24]1[CH2:25][CH2:26][N:21]([CH2:14][C:15]2[CH:20]=[CH:19][CH:18]=[CH:17][CH:16]=2)[CH2:22][CH:23]=1)/[C:4]#[N:5].